From a dataset of Full USPTO retrosynthesis dataset with 1.9M reactions from patents (1976-2016). Predict the reactants needed to synthesize the given product. (1) Given the product [Cl:1][C:2]1[CH:3]=[C:4]([C:5]2[NH:7][CH:21]=[C:19]([C:17]3[CH:16]=[CH:15][CH:14]=[C:13]([O:12][CH3:11])[CH:18]=3)[N:6]=2)[CH:8]=[CH:9][CH:10]=1, predict the reactants needed to synthesize it. The reactants are: [Cl:1][C:2]1[CH:3]=[C:4]([CH:8]=[CH:9][CH:10]=1)[C:5]([NH2:7])=[NH:6].[CH3:11][O:12][C:13]1[CH:18]=[C:17]([C:19]([CH2:21]Br)=O)[CH:16]=[CH:15][CH:14]=1. (2) Given the product [CH3:1][C:2]1[NH:13][C:5]2=[N:6][CH:7]=[C:8]([NH2:10])[CH:9]=[C:4]2[C:3]=1[CH3:14], predict the reactants needed to synthesize it. The reactants are: [CH3:1][C:2]1[NH:13][C:5]2=[N:6][CH:7]=[C:8]([N+:10]([O-])=O)[CH:9]=[C:4]2[C:3]=1[CH3:14].[Cl-].[NH4+].C(O)C. (3) Given the product [CH:8]1([CH2:11][N:12]2[CH2:18][CH2:17][CH2:16][CH2:15][C@@H:14]([NH:19][C:20]([N:51]3[CH2:50][CH2:49][CH:48]([N:47]4[CH2:46][C:45]5[C:40](=[CH:41][CH:42]=[CH:43][CH:44]=5)[NH:39][C:38]4=[O:37])[CH2:53][CH2:52]3)=[O:26])[C:13]2=[O:27])[CH2:9][CH2:10]1, predict the reactants needed to synthesize it. The reactants are: FC(F)(F)C(O)=O.[CH:8]1([CH2:11][N:12]2[CH2:18][CH2:17][CH2:16][CH2:15][C@@H:14]([NH:19][C:20](=[O:26])OC(C)(C)C)[C:13]2=[O:27])[CH2:10][CH2:9]1.C(N(C(C)C)CC)(C)C.[O:37]=[C:38]1[N:47]([CH:48]2[CH2:53][CH2:52][N:51](C(Cl)=O)[CH2:50][CH2:49]2)[CH2:46][C:45]2[C:40](=[CH:41][CH:42]=[CH:43][CH:44]=2)[NH:39]1. (4) Given the product [F:43][C:40]([F:41])([F:42])[C:38]1[CH:37]=[C:5]([CH:4]=[C:3]([C:2]([F:1])([F:44])[F:45])[CH:39]=1)[CH2:6][N:7]([CH2:23][C:24]1[CH:29]=[C:28]([C:30]([F:33])([F:32])[F:31])[CH:27]=[CH:26][C:25]=1[N:34]([CH2:35][CH3:36])[C:51]([NH:48][CH2:46][CH3:47])=[O:56])[C:8]1[N:9]=[CH:10][C:11]([O:14][CH2:15][CH2:16][CH2:17][C:18]([O:20][CH2:21][CH3:22])=[O:19])=[CH:12][N:13]=1, predict the reactants needed to synthesize it. The reactants are: [F:1][C:2]([F:45])([F:44])[C:3]1[CH:4]=[C:5]([CH:37]=[C:38]([C:40]([F:43])([F:42])[F:41])[CH:39]=1)[CH2:6][N:7]([CH2:23][C:24]1[CH:29]=[C:28]([C:30]([F:33])([F:32])[F:31])[CH:27]=[CH:26][C:25]=1[NH:34][CH2:35][CH3:36])[C:8]1[N:13]=[CH:12][C:11]([O:14][CH2:15][CH2:16][CH2:17][C:18]([O:20][CH2:21][CH3:22])=[O:19])=[CH:10][N:9]=1.[CH2:46]([N:48]([CH2:51]C)CC)[CH3:47].ClC(Cl)([O:56]C(=O)OC(Cl)(Cl)Cl)Cl. (5) Given the product [CH2:11]([O:16][C:17]1[CH:18]=[CH:19][C:20]([CH:23]([CH2:40][C:39]([O:38][CH2:31][C:32]2[CH:37]=[CH:36][CH:35]=[CH:34][CH:33]=2)=[O:42])[C:24]([O:26][C:27]([CH3:28])([CH3:30])[CH3:29])=[O:25])=[CH:21][CH:22]=1)[CH2:12][CH:13]([CH3:15])[CH3:14], predict the reactants needed to synthesize it. The reactants are: C[Si]([N-][Si](C)(C)C)(C)C.[Li+].[CH2:11]([O:16][C:17]1[CH:22]=[CH:21][C:20]([CH2:23][C:24]([O:26][C:27]([CH3:30])([CH3:29])[CH3:28])=[O:25])=[CH:19][CH:18]=1)[CH2:12][CH:13]([CH3:15])[CH3:14].[CH2:31]([O:38][C:39](=[O:42])[CH2:40]Br)[C:32]1[CH:37]=[CH:36][CH:35]=[CH:34][CH:33]=1.[Cl-].[NH4+]. (6) Given the product [ClH:23].[CH2:1]([O:3][C:4]([C@@H:6]1[CH2:15][C@@H:14]2[C@@H:9]([CH2:10][CH2:11][C@H:12]([O:16][C:17]3[CH:22]=[C:21]([Cl:23])[CH:20]=[CH:19][C:18]=3[C:24]([O:26][CH2:27][CH3:28])=[O:25])[CH2:13]2)[CH2:8][NH:7]1)=[O:5])[CH3:2], predict the reactants needed to synthesize it. The reactants are: [CH2:1]([O:3][C:4]([C@@H:6]1[CH2:15][C@@H:14]2[C@@H:9]([CH2:10][CH2:11][C@H:12]([O:16][C:17]3[CH:22]=[C:21]([Cl:23])[CH:20]=[CH:19][C:18]=3[C:24]([O:26][CH2:27][CH3:28])=[O:25])[CH2:13]2)[CH2:8][N:7]1C(OC(C)(C)C)=O)=[O:5])[CH3:2].Cl. (7) Given the product [Cl:1][C:2]1[CH:7]=[CH:6][C:5]([Cl:8])=[CH:4][C:3]=1[CH2:9][O:10][C:11]1[N:16]=[C:15]([C:17]([OH:19])=[O:18])[CH:14]=[CH:13][CH:12]=1, predict the reactants needed to synthesize it. The reactants are: [Cl:1][C:2]1[CH:7]=[CH:6][C:5]([Cl:8])=[CH:4][C:3]=1[CH2:9][O:10][C:11]1[N:16]=[C:15]([C:17]([O:19]C)=[O:18])[CH:14]=[CH:13][CH:12]=1.[Li+].[OH-]. (8) Given the product [Cl:13][C:14]1[CH:15]=[C:16]([C:17]2[CH:4]=[C:3]([CH2:2][CH2:1][NH:5][C:6](=[O:12])[O:7][C:8]([CH3:9])([CH3:11])[CH3:10])[O:19][N:18]=2)[CH:21]=[CH:22][C:23]=1[C:24]#[N:25], predict the reactants needed to synthesize it. The reactants are: [CH2:1]([NH:5][C:6](=[O:12])[O:7][C:8]([CH3:11])([CH3:10])[CH3:9])[CH2:2][C:3]#[CH:4].[Cl:13][C:14]1[CH:15]=[C:16]([CH:21]=[CH:22][C:23]=1[C:24]#[N:25])/[C:17](/Cl)=[N:18]/[OH:19]. (9) Given the product [CH2:1]([O:8][CH2:9][CH:10]([OH:11])[CH2:14][CH:13]=[CH2:12])[C:2]1[CH:7]=[CH:6][CH:5]=[CH:4][CH:3]=1, predict the reactants needed to synthesize it. The reactants are: [CH2:1]([O:8][CH2:9][CH:10]=[O:11])[C:2]1[CH:7]=[CH:6][CH:5]=[CH:4][CH:3]=1.[CH2:12]([Mg]Cl)[CH:13]=[CH2:14].